This data is from Full USPTO retrosynthesis dataset with 1.9M reactions from patents (1976-2016). The task is: Predict the reactants needed to synthesize the given product. (1) Given the product [C:18]([CH2:17][NH:16][C:14](=[O:15])[C@H:9]([CH2:10][CH:11]([CH3:13])[CH3:12])[NH:8][C:3]1[C:2]([C:36]2[CH:35]=[CH:34][C:33]([N:30]3[CH2:29][CH2:28][N:27]([C:25]([O:24][C:20]([CH3:23])([CH3:22])[CH3:21])=[O:26])[CH2:32][CH2:31]3)=[CH:38][CH:37]=2)=[CH:6][N:5]([CH3:7])[N:4]=1)#[N:19], predict the reactants needed to synthesize it. The reactants are: Br[C:2]1[C:3]([NH:8][C@H:9]([C:14]([NH:16][CH2:17][C:18]#[N:19])=[O:15])[CH2:10][CH:11]([CH3:13])[CH3:12])=[N:4][N:5]([CH3:7])[CH:6]=1.[C:20]([O:24][C:25]([N:27]1[CH2:32][CH2:31][N:30]([C:33]2[CH:38]=[CH:37][C:36](B(O)O)=[CH:35][CH:34]=2)[CH2:29][CH2:28]1)=[O:26])([CH3:23])([CH3:22])[CH3:21].C(=O)([O-])[O-].[Na+].[Na+].O. (2) Given the product [CH2:21]([O:1][CH:2]1[O:10][C@H:9]([CH2:11][OH:12])[C@@H:7]([O:8][CH2:45][C:46]2[CH:51]=[CH:50][CH:49]=[CH:48][CH:47]=2)[C@H:5]([O:6][CH2:25][C:38]2[CH:43]=[CH:42][CH:41]=[CH:40][CH:39]=2)[C@H:3]1[O:4][CH2:25][C:38]1[CH:39]=[CH:40][CH:41]=[CH:42][CH:43]=1)[CH:22]=[CH2:23], predict the reactants needed to synthesize it. The reactants are: [O:1]=[CH:2][C@@H:3]([C@H:5]([C@@H:7]([C@@H:9]([CH2:11][OH:12])[OH:10])[OH:8])[OH:6])[OH:4].FC(F)(F)S(O)(=O)=O.[CH2:21](O)[CH:22]=[CH2:23].[C:25](Cl)([C:38]1[CH:43]=[CH:42][CH:41]=[CH:40][CH:39]=1)(C1C=CC=CC=1)C1C=CC=CC=1.[CH2:45](Cl)[C:46]1[CH:51]=[CH:50][CH:49]=[CH:48][CH:47]=1.[H-].[Na+]. (3) Given the product [CH3:1][O:2][C:3]1[CH:12]=[CH:11][CH:10]=[C:9]2[C:4]=1[CH2:5][CH2:6][CH2:7]/[C:8]/2=[N:16]/[OH:15], predict the reactants needed to synthesize it. The reactants are: [CH3:1][O:2][C:3]1[CH:12]=[CH:11][CH:10]=[C:9]2[C:4]=1[CH2:5][CH2:6][CH2:7][C:8]2=O.C[O:15][NH3+:16].[Cl-].C([O-])(=O)C.[Na+]. (4) Given the product [CH3:29][C:28]([OH:31])([CH2:27][CH2:26][C:12]1[CH:13]=[C:14]([CH2:17][N:18]([CH3:25])[CH:19]([CH3:24])[C:20]([CH3:21])([CH3:22])[CH3:23])[CH:15]=[C:16]2[C:11]=1[CH:10]=[C:9]([C:32]1[C:33]3[S:46][C:45]([C:47]4[O:51][CH:50]=[N:49][CH:48]=4)=[CH:44][C:34]=3[NH:35][N:36]=1)[NH:8]2)[CH3:30], predict the reactants needed to synthesize it. The reactants are: C(OC([N:8]1[C:16]2[C:11](=[C:12]([CH2:26][CH2:27][C:28]([OH:31])([CH3:30])[CH3:29])[CH:13]=[C:14]([CH2:17][N:18]([CH3:25])[CH:19]([CH3:24])[C:20]([CH3:23])([CH3:22])[CH3:21])[CH:15]=2)[CH:10]=[C:9]1[C:32]1[C:33]2[S:46][C:45]([C:47]3[O:51][CH:50]=[N:49][CH:48]=3)=[CH:44][C:34]=2[N:35](C(OC(C)(C)C)=O)[N:36]=1)=O)(C)(C)C. (5) Given the product [CH3:1][CH2:2][CH2:3][C@H:4]([NH:10][C@H:11]([C:13]([N:15]1[C@@H:23]([C:24]([O:26][CH2:28][C:27]2[CH:30]=[CH:38][CH:37]=[CH:32][CH:29]=2)=[O:25])[CH2:22][C@H:21]2[C@@H:16]1[CH2:17][CH2:18][CH2:19][CH2:20]2)=[O:14])[CH3:12])[C:5]([O:7][CH2:8][CH3:9])=[O:6], predict the reactants needed to synthesize it. The reactants are: [CH3:1][CH2:2][CH2:3][C@H:4]([NH:10][C@H:11]([C:13]([N:15]1[C@H:23]([C:24]([OH:26])=[O:25])[CH2:22][C@H:21]2[C@@H:16]1[CH2:17][CH2:18][CH2:19][CH2:20]2)=[O:14])[CH3:12])[C:5]([O:7][CH2:8][CH3:9])=[O:6].[C:27](N)([CH3:30])([CH3:29])[CH3:28].[C:32]([C@@H:37](N[C@H](C(O)=O)C)[CH2:38]CC)(OCC)=O.ON1C2C=CC=CC=2N=N1. (6) Given the product [C:15]([O:19][C:20]([N:22]1[CH2:28][CH2:27][CH2:26][C:25]([C:2]2[C:7]([CH3:8])=[CH:6][C:5]([Br:9])=[CH:4][N:3]=2)([OH:29])[CH2:24][CH2:23]1)=[O:21])([CH3:18])([CH3:16])[CH3:17], predict the reactants needed to synthesize it. The reactants are: Br[C:2]1[C:7]([CH3:8])=[CH:6][C:5]([Br:9])=[CH:4][N:3]=1.C([Li])CCC.[C:15]([O:19][C:20]([N:22]1[CH2:28][CH2:27][CH2:26][C:25](=[O:29])[CH2:24][CH2:23]1)=[O:21])([CH3:18])([CH3:17])[CH3:16].[Cl-].[NH4+].